From a dataset of Full USPTO retrosynthesis dataset with 1.9M reactions from patents (1976-2016). Predict the reactants needed to synthesize the given product. (1) Given the product [CH3:12][C:13]1[CH:17]=[C:16]([NH:18][S:19]([C:22]2[S:23][C:24]([C:4]3[CH:5]=[CH:6][CH:7]=[CH:8][C:3]=3[CH:1]=[O:2])=[CH:25][CH:26]=2)(=[O:21])=[O:20])[O:15][N:14]=1, predict the reactants needed to synthesize it. The reactants are: [CH:1]([C:3]1[CH:8]=[CH:7][CH:6]=[CH:5][C:4]=1B(O)O)=[O:2].[CH3:12][C:13]1[CH:17]=[C:16]([NH:18][S:19]([C:22]2[S:23][C:24](Br)=[CH:25][CH:26]=2)(=[O:21])=[O:20])[O:15][N:14]=1. (2) Given the product [CH3:32][CH2:31][CH2:30][CH2:29][C:16]1[N:17]([CH2:18][C:19]2[CH:24]=[CH:23][C:22]([C:25]([OH:27])=[O:26])=[CH:21][CH:20]=2)[C:13](/[CH:12]=[C:5](/[C:4]([OH:33])=[O:3])\[CH2:6][C:7]2[S:8][CH:9]=[CH:10][CH:11]=2)=[CH:14][N:15]=1, predict the reactants needed to synthesize it. The reactants are: C([O:3][C:4](=[O:33])/[C:5](=[CH:12]/[C:13]1[N:17]([CH2:18][C:19]2[CH:24]=[CH:23][C:22]([C:25]([O:27]C)=[O:26])=[CH:21][CH:20]=2)[C:16]([CH2:29][CH2:30][CH2:31][CH3:32])=[N:15][CH:14]=1)/[CH2:6][C:7]1[S:8][CH:9]=[CH:10][CH:11]=1)C.[OH-].[Na+]. (3) Given the product [Cl:6][C:7]1[CH:8]=[CH:9][C:10]2[N:11]([N:13]=[C:14]([N:16]3[CH2:17][CH2:18][O:19][CH2:20][CH2:21]3)[CH:15]=2)[C:12]=1[Si:23]([CH3:25])([CH3:24])[CH3:22], predict the reactants needed to synthesize it. The reactants are: C([Li])CCC.[Cl:6][C:7]1[CH:8]=[CH:9][C:10]2[N:11]([N:13]=[C:14]([N:16]3[CH2:21][CH2:20][O:19][CH2:18][CH2:17]3)[CH:15]=2)[CH:12]=1.[CH3:22][Si:23](Cl)([CH3:25])[CH3:24].[Cl-].[NH4+]. (4) Given the product [CH2:24]([CH:3]([CH2:1][CH3:2])[CH2:4][NH:5][C:6]1[CH:7]=[C:8]([C:12](=[O:23])[CH2:13][CH2:14][NH:15][C:16](=[O:22])[O:17][C:18]([CH3:19])([CH3:21])[CH3:20])[CH:9]=[CH:10][CH:11]=1)[CH3:25], predict the reactants needed to synthesize it. The reactants are: [CH2:1]([CH:3]([CH2:24][CH3:25])[CH2:4][NH:5][C:6]1[CH:7]=[C:8]([CH:12]([OH:23])[CH2:13][CH2:14][NH:15][C:16](=[O:22])[O:17][C:18]([CH3:21])([CH3:20])[CH3:19])[CH:9]=[CH:10][CH:11]=1)[CH3:2].